Dataset: NCI-60 drug combinations with 297,098 pairs across 59 cell lines. Task: Regression. Given two drug SMILES strings and cell line genomic features, predict the synergy score measuring deviation from expected non-interaction effect. (1) Drug 1: C1=C(C(=O)NC(=O)N1)F. Drug 2: C1CC(=O)NC(=O)C1N2C(=O)C3=CC=CC=C3C2=O. Cell line: SF-539. Synergy scores: CSS=49.7, Synergy_ZIP=-3.25, Synergy_Bliss=-9.91, Synergy_Loewe=-17.1, Synergy_HSA=-12.5. (2) Drug 1: C1CC(C1)(C(=O)O)C(=O)O.[NH2-].[NH2-].[Pt+2]. Drug 2: CC12CCC3C(C1CCC2OP(=O)(O)O)CCC4=C3C=CC(=C4)OC(=O)N(CCCl)CCCl.[Na+]. Cell line: TK-10. Synergy scores: CSS=23.0, Synergy_ZIP=1.01, Synergy_Bliss=2.75, Synergy_Loewe=1.17, Synergy_HSA=1.73. (3) Drug 1: CCC1=C2CN3C(=CC4=C(C3=O)COC(=O)C4(CC)O)C2=NC5=C1C=C(C=C5)O. Drug 2: CCN(CC)CCNC(=O)C1=C(NC(=C1C)C=C2C3=C(C=CC(=C3)F)NC2=O)C. Cell line: SW-620. Synergy scores: CSS=36.2, Synergy_ZIP=-9.99, Synergy_Bliss=-1.33, Synergy_Loewe=-41.0, Synergy_HSA=-0.952. (4) Cell line: HCT116. Drug 1: CC1CCC2CC(C(=CC=CC=CC(CC(C(=O)C(C(C(=CC(C(=O)CC(OC(=O)C3CCCCN3C(=O)C(=O)C1(O2)O)C(C)CC4CCC(C(C4)OC)O)C)C)O)OC)C)C)C)OC. Drug 2: C1CN(P(=O)(OC1)NCCCl)CCCl. Synergy scores: CSS=4.42, Synergy_ZIP=-2.73, Synergy_Bliss=-4.64, Synergy_Loewe=-6.80, Synergy_HSA=-3.20. (5) Drug 1: CCCS(=O)(=O)NC1=C(C(=C(C=C1)F)C(=O)C2=CNC3=C2C=C(C=N3)C4=CC=C(C=C4)Cl)F. Drug 2: C1CN1P(=S)(N2CC2)N3CC3. Cell line: HOP-62. Synergy scores: CSS=26.1, Synergy_ZIP=-7.46, Synergy_Bliss=-1.75, Synergy_Loewe=-4.17, Synergy_HSA=-2.91. (6) Drug 1: C1=C(C(=O)NC(=O)N1)F. Drug 2: CN(C(=O)NC(C=O)C(C(C(CO)O)O)O)N=O. Cell line: COLO 205. Synergy scores: CSS=53.4, Synergy_ZIP=-7.53, Synergy_Bliss=-15.6, Synergy_Loewe=-19.3, Synergy_HSA=-13.9.